Dataset: Forward reaction prediction with 1.9M reactions from USPTO patents (1976-2016). Task: Predict the product of the given reaction. (1) Given the reactants C(N(C(C)C)CC)(C)C.CN(C(ON1N=NC2C=CC=CC1=2)=[N+](C)C)C.F[P-](F)(F)(F)(F)F.[CH3:34][N:35]1[CH2:40][CH2:39][N:38]([CH:41]2[CH2:46][CH2:45][NH:44][CH2:43][CH2:42]2)[CH2:37][CH2:36]1.[CH2:47]([O:49][C:50](=[O:62])[CH2:51][N:52]1[CH:56]=[CH:55][N:54]=[C:53]1[CH2:57][CH2:58][C:59](O)=[O:60])[CH3:48], predict the reaction product. The product is: [CH3:34][N:35]1[CH2:40][CH2:39][N:38]([CH:41]2[CH2:46][CH2:45][N:44]([C:59](=[O:60])[CH2:58][CH2:57][C:53]3[N:52]([CH2:51][C:50]([O:49][CH2:47][CH3:48])=[O:62])[CH:56]=[CH:55][N:54]=3)[CH2:43][CH2:42]2)[CH2:37][CH2:36]1. (2) Given the reactants C(OC(=O)[NH:7][CH2:8][CH2:9][CH2:10][O:11][C:12]1[CH:13]=[C:14]2[C:18](=[CH:19][CH:20]=1)[CH2:17][N:16]([C:21](=[O:33])[C:22]1[CH:27]=[C:26]([CH:28]([CH3:30])[CH3:29])[C:25]([OH:31])=[CH:24][C:23]=1[OH:32])[CH2:15]2)(C)(C)C.Cl, predict the reaction product. The product is: [NH2:7][CH2:8][CH2:9][CH2:10][O:11][C:12]1[CH:13]=[C:14]2[C:18](=[CH:19][CH:20]=1)[CH2:17][N:16]([C:21]([C:22]1[CH:27]=[C:26]([CH:28]([CH3:30])[CH3:29])[C:25]([OH:31])=[CH:24][C:23]=1[OH:32])=[O:33])[CH2:15]2. (3) Given the reactants [F:1][C:2]1[CH:3]=[C:4]([N:19]2[CH2:23][C@H:22]([CH2:24][OH:25])[O:21][C:20]2=[O:26])[CH:5]=[C:6]([F:18])[C:7]=1[N:8]1[CH2:13][CH2:12][C:11]([OH:17])([CH2:14][O:15][CH3:16])[CH2:10][CH2:9]1.C(N(CC)CC)C.[CH3:34][S:35](Cl)(=[O:37])=[O:36].O, predict the reaction product. The product is: [F:1][C:2]1[CH:3]=[C:4]([N:19]2[CH2:23][C@H:22]([CH2:24][O:25][S:35]([CH3:34])(=[O:37])=[O:36])[O:21][C:20]2=[O:26])[CH:5]=[C:6]([F:18])[C:7]=1[N:8]1[CH2:13][CH2:12][C:11]([OH:17])([CH2:14][O:15][CH3:16])[CH2:10][CH2:9]1. (4) The product is: [CH2:12]([O:14][CH:15]([C:19]1[CH:24]=[CH:23][CH:22]=[CH:21][CH:20]=1)[C:16]([NH:11][C:8]1[CH:9]=[C:10]2[C:5](=[CH:6][CH:7]=1)[NH:4][N:3]=[C:2]2[I:1])=[O:17])[CH3:13]. Given the reactants [I:1][C:2]1[C:10]2[C:5](=[CH:6][CH:7]=[C:8]([NH2:11])[CH:9]=2)[NH:4][N:3]=1.[CH2:12]([O:14][CH:15]([C:19]1[CH:24]=[CH:23][CH:22]=[CH:21][CH:20]=1)[C:16](O)=[O:17])[CH3:13].CN(C(ON1N=NC2C=CC=CC1=2)=[N+](C)C)C.[B-](F)(F)(F)F.CCN(C(C)C)C(C)C.CO[Na], predict the reaction product. (5) The product is: [F:23][C:11]1[CH:10]=[CH:9][C:8]([C:26]2[N:30]3[CH:31]=[CH:32][C:33]([C:35]([OH:38])([CH3:36])[CH3:37])=[N:34][C:29]3=[N:28][CH:27]=2)=[CH:13][C:12]=1[C:14]1[CH:22]=[N:21][CH:20]=[CH:19][C:15]=1[C:16]([NH2:18])=[O:17]. Given the reactants CC1(C)COB([C:8]2[CH:9]=[CH:10][C:11]([F:23])=[C:12]([C:14]3[CH:22]=[N:21][CH:20]=[CH:19][C:15]=3[C:16]([NH2:18])=[O:17])[CH:13]=2)OC1.Br[C:26]1[N:30]2[CH:31]=[CH:32][C:33]([C:35]([OH:38])([CH3:37])[CH3:36])=[N:34][C:29]2=[N:28][CH:27]=1, predict the reaction product. (6) Given the reactants [CH3:1][C:2]1[CH:11]=[C:10]2[C:5]([C:6]([N:19]3[CH2:24][CH2:23][NH:22][CH2:21][CH2:20]3)=[N:7][C:8]([C:12]3[CH:17]=[CH:16][CH:15]=[CH:14][C:13]=3[OH:18])=[N:9]2)=[CH:4][CH:3]=1.C(N(CC)CC)C.[OH:32][CH:33]([CH:37]([CH3:39])[CH3:38])[C:34](O)=[O:35].CN(C(ON1N=NC2C=CC=NC1=2)=[N+](C)C)C.F[P-](F)(F)(F)(F)F, predict the reaction product. The product is: [OH:32][CH:33]([CH:37]([CH3:39])[CH3:38])[C:34]([N:22]1[CH2:23][CH2:24][N:19]([C:6]2[C:5]3[C:10](=[CH:11][C:2]([CH3:1])=[CH:3][CH:4]=3)[N:9]=[C:8]([C:12]3[CH:17]=[CH:16][CH:15]=[CH:14][C:13]=3[OH:18])[N:7]=2)[CH2:20][CH2:21]1)=[O:35]. (7) Given the reactants [NH2:1][C:2]1[CH:7]=[C:6]([Cl:8])[CH:5]=[CH:4][C:3]=1[SH:9].Cl[CH2:11][C:12]1[N:13]=[C:14]([NH:17][C:18](=[O:24])[O:19][C:20]([CH3:23])([CH3:22])[CH3:21])[S:15][CH:16]=1.C([O-])([O-])=O.[K+].[K+], predict the reaction product. The product is: [NH2:1][C:2]1[CH:7]=[C:6]([Cl:8])[CH:5]=[CH:4][C:3]=1[S:9][CH2:11][C:12]1[N:13]=[C:14]([NH:17][C:18](=[O:24])[O:19][C:20]([CH3:22])([CH3:21])[CH3:23])[S:15][CH:16]=1. (8) Given the reactants [CH:1]1([NH:6][C:7](=[O:23])[NH:8][C@H:9]([C:17]2[CH:22]=[CH:21][CH:20]=[CH:19][CH:18]=2)[C:10]([O:12]C(C)(C)C)=[O:11])[CH2:5][CH2:4][CH2:3][CH2:2]1.C(O)(C(F)(F)F)=O.C([SiH](CC)CC)C, predict the reaction product. The product is: [CH:1]1([NH:6][C:7](=[O:23])[NH:8][C@H:9]([C:17]2[CH:18]=[CH:19][CH:20]=[CH:21][CH:22]=2)[C:10]([OH:12])=[O:11])[CH2:5][CH2:4][CH2:3][CH2:2]1. (9) Given the reactants [F:1][C:2]1[CH:3]=[CH:4][C:5]([O:34][CH3:35])=[C:6]([C:8]2[C:12]([C:13]3[N:14]=[C:15]([NH:18][C:19]4[N:24]=[CH:23][CH:22]=[CH:21][N:20]=4)[S:16][CH:17]=3)=[CH:11][N:10](CC3C=CC(OC)=CC=3)[N:9]=2)[CH:7]=1, predict the reaction product. The product is: [F:1][C:2]1[CH:3]=[CH:4][C:5]([O:34][CH3:35])=[C:6]([C:8]2[C:12]([C:13]3[N:14]=[C:15]([NH:18][C:19]4[N:24]=[CH:23][CH:22]=[CH:21][N:20]=4)[S:16][CH:17]=3)=[CH:11][NH:10][N:9]=2)[CH:7]=1. (10) Given the reactants [C:1]1([OH:7])[CH:6]=[CH:5][CH:4]=[CH:3][CH:2]=1.CC(=C)C.CC(C)C.[CH2:16]=[CH:17][CH2:18][CH3:19], predict the reaction product. The product is: [CH:17]([C:2]1[CH:3]=[CH:4][CH:5]=[CH:6][C:1]=1[OH:7])([CH2:18][CH3:19])[CH3:16].